Predict the reaction yield, written as a fraction of the theoretical maximum amount of product (1.0 means a 100% yield; for example, 0.34 means a 34% yield). From a dataset of Reaction yield outcomes from USPTO patents with 853,638 reactions. (1) The reactants are Cl[C:2]1[CH:7]=[C:6]([C:8]2[CH:13]=[C:12]([Cl:14])[CH:11]=[CH:10][C:9]=2[Cl:15])[N:5]=[C:4]([NH2:16])[N:3]=1.[NH2:17][C:18]1[CH:26]=[CH:25][C:21]([CH2:22][CH2:23][OH:24])=[CH:20][CH:19]=1. No catalyst specified. The product is [NH2:16][C:4]1[N:3]=[C:2]([NH:17][C:18]2[CH:26]=[CH:25][C:21]([CH2:22][CH2:23][OH:24])=[CH:20][CH:19]=2)[CH:7]=[C:6]([C:8]2[CH:13]=[C:12]([Cl:14])[CH:11]=[CH:10][C:9]=2[Cl:15])[N:5]=1. The yield is 0.460. (2) The reactants are [N:1]12[CH2:8][CH2:7][CH:4]([CH2:5][CH2:6]1)[C@@H:3]([OH:9])[CH2:2]2.N1C2C(=CC=C3C=2N=CC=C3)C=CC=1.C([O-])([O-])=O.[Cs+].[Cs+].[F:30][C:31]1[CH:32]=[C:33](I)[CH:34]=[CH:35][CH:36]=1. The yield is 0.450. The product is [F:30][C:31]1[CH:36]=[C:35]([CH:34]=[CH:33][CH:32]=1)[O:9][C@@H:3]1[CH:4]2[CH2:7][CH2:8][N:1]([CH2:6][CH2:5]2)[CH2:2]1. The catalyst is C1(C)C=CC=CC=1.C(OCC)(=O)C.[Cu]I.